Dataset: Forward reaction prediction with 1.9M reactions from USPTO patents (1976-2016). Task: Predict the product of the given reaction. The product is: [NH:29]1[C:28]([C:25]2[CH:26]=[C:27]3[C:22](=[CH:23][CH:24]=2)[NH:21][N:20]=[C:19]3[C:15]2[CH:14]=[C:13]([C:11]([NH:10][C@@H:1]3[C:9]4[C:4](=[CH:5][CH:6]=[CH:7][CH:8]=4)[CH2:3][CH2:2]3)=[O:12])[CH:18]=[CH:17][CH:16]=2)=[N:32][CH:31]=[N:30]1. Given the reactants [C@@H:1]1([NH:10][C:11]([C:13]2[CH:18]=[CH:17][CH:16]=[C:15]([C:19]3[C:27]4[C:22](=[CH:23][CH:24]=[C:25]([C:28]5[N:32]=[CH:31][N:30](C(C6C=CC=CC=6)(C6C=CC=CC=6)C6C=CC=CC=6)[N:29]=5)[CH:26]=4)[N:21](C4CCCCO4)[N:20]=3)[CH:14]=2)=[O:12])[C:9]2[C:4](=[CH:5][CH:6]=[CH:7][CH:8]=2)[CH2:3][CH2:2]1.Cl.C(=O)(O)[O-].[Na+], predict the reaction product.